Task: Predict the product of the given reaction.. Dataset: Forward reaction prediction with 1.9M reactions from USPTO patents (1976-2016) The product is: [NH2:2][C:3](=[O:34])[C:4]([NH:7][C:8](=[O:33])[C:9]1[CH:14]=[CH:13][CH:12]=[C:11]([C:15]2[C:24]3[C:19](=[CH:20][C:21]([O:30][CH2:42][CH2:43][F:44])=[C:22]4[O:27][C:26]([CH3:28])([CH3:29])[CH2:25][C:23]4=3)[CH2:18][C:17]([CH3:32])([CH3:31])[N:16]=2)[CH:10]=1)([CH3:6])[CH3:5]. Given the reactants Cl.[NH2:2][C:3](=[O:34])[C:4]([NH:7][C:8](=[O:33])[C:9]1[CH:14]=[CH:13][CH:12]=[C:11]([C:15]2[C:24]3[C:19](=[CH:20][C:21]([OH:30])=[C:22]4[O:27][C:26]([CH3:29])([CH3:28])[CH2:25][C:23]4=3)[CH2:18][C:17]([CH3:32])([CH3:31])[N:16]=2)[CH:10]=1)([CH3:6])[CH3:5].C(=O)([O-])[O-].[K+].[K+].Br[CH2:42][CH2:43][F:44], predict the reaction product.